Dataset: CYP3A4 inhibition data for predicting drug metabolism from PubChem BioAssay. Task: Regression/Classification. Given a drug SMILES string, predict its absorption, distribution, metabolism, or excretion properties. Task type varies by dataset: regression for continuous measurements (e.g., permeability, clearance, half-life) or binary classification for categorical outcomes (e.g., BBB penetration, CYP inhibition). Dataset: cyp3a4_veith. (1) The result is 1 (inhibitor). The molecule is COC(=O)[C@H]1C[C@@H]1[C@H](NP(=O)(c1ccccc1)c1ccccc1)c1ccccc1. (2) The drug is CCn1nccc1C(=O)Nc1nc2ccccc2n1CCN1CCCCC1. The result is 0 (non-inhibitor). (3) The compound is COc1cccc(C(=O)Nc2nc3c(s2)CN(C)CC3)c1. The result is 0 (non-inhibitor). (4) The molecule is O=C(N/C(=C/c1ccc(Br)cc1)c1nc2ccccc2[nH]1)c1ccco1. The result is 1 (inhibitor). (5) The drug is N#CCCn1nnc2ccccc21. The result is 0 (non-inhibitor). (6) The drug is CCSc1nnc(-c2ccc(Cl)cc2)c2ccccc12. The result is 0 (non-inhibitor).